Predict the product of the given reaction. From a dataset of Forward reaction prediction with 1.9M reactions from USPTO patents (1976-2016). (1) Given the reactants C([CH:8]([CH2:17][C:18]1[CH:23]=[CH:22][C:21]([N+:24]([O-])=O)=[C:20]([O:27][CH2:28][C:29]2[CH:34]=[CH:33][CH:32]=[CH:31][CH:30]=2)[CH:19]=1)[C:9]([C:11]1[CH:16]=[CH:15][CH:14]=[CH:13][CH:12]=1)=[O:10])C1C=CC=CC=1, predict the reaction product. The product is: [NH2:24][C:21]1[CH:22]=[CH:23][C:18]([CH2:17][CH:8]([C:11]2[CH:16]=[CH:15][CH:14]=[CH:13][CH:12]=2)[C:9]([C:11]2[CH:16]=[CH:15][CH:14]=[CH:13][CH:12]=2)=[O:10])=[CH:19][C:20]=1[O:27][CH2:28][C:29]1[CH:30]=[CH:31][CH:32]=[CH:33][CH:34]=1. (2) Given the reactants [CH3:1][O:2][C:3]1[CH:4]=[C:5]2[C:10](=[CH:11][C:12]=1[O:13][CH3:14])[N:9]=[CH:8][CH:7]=[C:6]2[O:15][C:16]1[C:22]([CH3:23])=[CH:21][C:19]([NH2:20])=[C:18]([CH3:24])[CH:17]=1.ClC(Cl)(O[C:29](=[O:35])[O:30][C:31](Cl)(Cl)Cl)Cl.[CH3:37][O:38][C:39]1[CH:40]=[C:41](CO)[CH:42]=[CH:43][CH:44]=1.C(=O)(O)[O-].[Na+], predict the reaction product. The product is: [CH3:1][O:2][C:3]1[CH:4]=[C:5]2[C:10](=[CH:11][C:12]=1[O:13][CH3:14])[N:9]=[CH:8][CH:7]=[C:6]2[O:15][C:16]1[C:22]([CH3:23])=[CH:21][C:19]([NH:20][C:29](=[O:35])[O:30][CH2:31][C:43]2[CH:42]=[CH:41][CH:40]=[C:39]([O:38][CH3:37])[CH:44]=2)=[C:18]([CH3:24])[CH:17]=1. (3) The product is: [C:31]([C:28]1[CH:29]=[CH:30][C:25]([CH2:24][N:11]([CH2:10][C:9]2[CH:33]=[CH:34][C:6]([O:5][C:4]3[CH:35]=[CH:36][CH:37]=[C:2](/[CH:39]=[CH:38]/[C:40]4[CH:41]=[N:42][CH:43]=[CH:44][CH:45]=4)[CH:3]=3)=[CH:7][CH:8]=2)[C:12]2[C:13]([CH3:23])=[C:14]([NH:18][S:19]([CH3:22])(=[O:21])=[O:20])[CH:15]=[CH:16][CH:17]=2)=[CH:26][CH:27]=1)#[N:32]. Given the reactants Br[C:2]1[CH:3]=[C:4]([CH:35]=[CH:36][CH:37]=1)[O:5][C:6]1[CH:34]=[CH:33][C:9]([CH2:10][N:11]([CH2:24][C:25]2[CH:30]=[CH:29][C:28]([C:31]#[N:32])=[CH:27][CH:26]=2)[C:12]2[C:13]([CH3:23])=[C:14]([NH:18][S:19]([CH3:22])(=[O:21])=[O:20])[CH:15]=[CH:16][CH:17]=2)=[CH:8][CH:7]=1.[CH:38]([C:40]1[CH:41]=[N:42][CH:43]=[CH:44][CH:45]=1)=[CH2:39].C1(C)C=CC=CC=1P(C1C=CC=CC=1C)C1C=CC=CC=1C.C(N(CC)CC)C, predict the reaction product. (4) Given the reactants [CH3:1][S:2]([C:5]1[CH:6]=[CH:7][C:8]([O:14][C@@H:15]([CH3:20])[C:16]([F:19])([F:18])[F:17])=[C:9]([CH:13]=1)[C:10]([OH:12])=O)(=[O:4])=[O:3].CN(C(ON1N=NC2C=CC=CC1=2)=[N+](C)C)C.[B-](F)(F)(F)F.C(N(C(C)C)C(C)C)C.[NH:52]1[CH2:56][CH2:55][CH:54]([CH2:57][OH:58])[CH2:53]1, predict the reaction product. The product is: [OH:58][CH2:57][CH:54]1[CH2:55][CH2:56][N:52]([C:10]([C:9]2[CH:13]=[C:5]([S:2]([CH3:1])(=[O:3])=[O:4])[CH:6]=[CH:7][C:8]=2[O:14][C@@H:15]([CH3:20])[C:16]([F:19])([F:18])[F:17])=[O:12])[CH2:53]1. (5) Given the reactants [Cl:1][C:2]1[CH:3]=[C:4]([CH:8]2[C:12]([C:15]3[CH:20]=[CH:19][C:18]([Cl:21])=[CH:17][CH:16]=3)([C:13]#[N:14])[CH:11]([CH2:22][C:23]([CH3:26])([CH3:25])[CH3:24])[NH:10][CH:9]2[C:27]([OH:29])=O)[CH:5]=[CH:6][CH:7]=1.[N:30]1([CH2:36][CH2:37][NH2:38])[CH2:35][CH2:34][NH:33][CH2:32][CH2:31]1.CN(C(ON1N=NC2C=CC=NC1=2)=[N+](C)C)C.F[P-](F)(F)(F)(F)F.CCN(C(C)C)C(C)C, predict the reaction product. The product is: [N:30]1([CH2:36][CH2:37][NH:38][C:27]([CH:9]2[CH:8]([C:4]3[CH:5]=[CH:6][CH:7]=[C:2]([Cl:1])[CH:3]=3)[C:12]([C:15]3[CH:16]=[CH:17][C:18]([Cl:21])=[CH:19][CH:20]=3)([C:13]#[N:14])[CH:11]([CH2:22][C:23]([CH3:26])([CH3:25])[CH3:24])[NH:10]2)=[O:29])[CH2:35][CH2:34][NH:33][CH2:32][CH2:31]1. (6) Given the reactants [C:1]([O:5][C:6](=[O:28])[C:7]1[C:12]([NH:13][C:14]2[CH:19]=[CH:18][C:17]([Br:20])=[CH:16][C:15]=2[Cl:21])=[C:11]([Cl:22])[C:10]([NH:23][CH2:24][CH:25]([OH:27])[CH3:26])=[N:9][CH:8]=1)([CH3:4])([CH3:3])[CH3:2].CN1CCOCC1, predict the reaction product. The product is: [C:1]([O:5][C:6](=[O:28])[C:7]1[C:12]([NH:13][C:14]2[CH:19]=[CH:18][C:17]([Br:20])=[CH:16][C:15]=2[Cl:21])=[C:11]([Cl:22])[C:10]([NH:23][CH2:24][C:25](=[O:27])[CH3:26])=[N:9][CH:8]=1)([CH3:4])([CH3:2])[CH3:3]. (7) Given the reactants [CH:1]12[N:8]([C:9]([C:11]3[C:16]([O:17][CH3:18])=[CH:15][CH:14]=[CH:13][C:12]=3[O:19][CH3:20])=[O:10])[CH2:7][CH:6]1[CH2:5][CH2:4][NH:3][CH2:2]2.C1(C2C=CC=CC=2)C=CC=CC=1C(N1C2C(CCNC2)C1)=O.Cl[C:44]1[O:45][C:46]2[CH:52]=[CH:51][CH:50]=[CH:49][C:47]=2[N:48]=1.ClC1C=NC2C(=CC=CC=2)N=1, predict the reaction product. The product is: [O:45]1[C:46]2[CH:52]=[CH:51][CH:50]=[CH:49][C:47]=2[N:48]=[C:44]1[N:3]1[CH2:4][CH2:5][CH:6]2[CH:1]([N:8]([C:9]([C:11]3[C:12]([O:19][CH3:20])=[CH:13][CH:14]=[CH:15][C:16]=3[O:17][CH3:18])=[O:10])[CH2:7]2)[CH2:2]1.